From a dataset of Peptide-MHC class I binding affinity with 185,985 pairs from IEDB/IMGT. Regression. Given a peptide amino acid sequence and an MHC pseudo amino acid sequence, predict their binding affinity value. This is MHC class I binding data. (1) The peptide sequence is RTSLSLDYAW. The MHC is HLA-A30:01 with pseudo-sequence HLA-A30:01. The binding affinity (normalized) is 0.392. (2) The peptide sequence is HTQGYFPDWQ. The MHC is HLA-B58:02 with pseudo-sequence HLA-B58:02. The binding affinity (normalized) is 0.0151. (3) The peptide sequence is FIAEIDHWI. The MHC is HLA-A11:01 with pseudo-sequence HLA-A11:01. The binding affinity (normalized) is 0.